This data is from Catalyst prediction with 721,799 reactions and 888 catalyst types from USPTO. The task is: Predict which catalyst facilitates the given reaction. Reactant: [C:1]([NH:5][C:6]1[C:7]([NH2:12])=[CH:8][CH:9]=[CH:10][CH:11]=1)([CH3:4])([CH3:3])[CH3:2].[C:13](N1C=CN=C1)(N1C=CN=C1)=[O:14].Cl. Product: [C:1]([N:5]1[C:6]2[CH:11]=[CH:10][CH:9]=[CH:8][C:7]=2[NH:12][C:13]1=[O:14])([CH3:4])([CH3:2])[CH3:3]. The catalyst class is: 7.